The task is: Predict the reactants needed to synthesize the given product.. This data is from Full USPTO retrosynthesis dataset with 1.9M reactions from patents (1976-2016). (1) Given the product [F:16][C:15]1[CH:14]=[CH:13][CH:12]=[C:11]([F:17])[C:10]=1[CH2:9][NH:6][C:5]([NH2:4])=[O:18], predict the reactants needed to synthesize it. The reactants are: BrC1C(=O)[NH:4][C:5](=[O:18])[N:6]([CH2:9][C:10]2[C:15]([F:16])=[CH:14][CH:13]=[CH:12][C:11]=2[F:17])C=1C.C1(P(C2C=CC=CC=2)C2C=CC=CC=2)C=CC=CC=1.CC(OC(/N=N/C(OC(C)(C)C)=O)=O)(C)C. (2) Given the product [N:1]1([CH2:6][CH2:7][CH2:8][NH:9][C:10](=[O:11])[C:12]([OH:27])([CH3:26])[CH2:21][CH2:20][C:19]2[C:14](=[O:13])[C:15]([CH3:25])=[C:16]([CH3:24])[C:17](=[O:23])[C:18]=2[CH3:22])[CH:5]=[CH:4][N:3]=[CH:2]1, predict the reactants needed to synthesize it. The reactants are: [N:1]1([CH2:6][CH2:7][CH2:8][NH:9][C:10]([C:12]2([CH3:26])[CH2:21][CH2:20][C:19]3[C:14](=[C:15]([CH3:25])[C:16]([CH3:24])=[C:17]([OH:23])[C:18]=3[CH3:22])[O:13]2)=[O:11])[CH:5]=[CH:4][N:3]=[CH:2]1.[O:27]=[N+]([O-])[O-].[O-][N+](=O)[O-].[O-][N+](=O)[O-].[O-][N+](=O)[O-].[O-][N+](=O)[O-].[O-][N+](=O)[O-].[Ce+4].[NH4+].[NH4+].CCOC(C)=O. (3) Given the product [OH:24][CH2:23][CH2:22][CH2:21][CH2:20][CH2:19][CH2:18][C:17]1[C:16]2[CH:25]=[CH:26][C:27]([OH:29])=[CH:28][C:15]=2[CH2:14][CH2:13][CH2:12][C:11]=1[C:8]1[CH:9]=[CH:10][C:5]([S:1]([CH3:4])(=[O:3])=[O:2])=[CH:6][CH:7]=1, predict the reactants needed to synthesize it. The reactants are: [S:1]([C:5]1[CH:10]=[CH:9][C:8]([C:11]2[CH2:12][CH2:13][CH2:14][C:15]3[CH:28]=[C:27]([O:29]C)[CH:26]=[CH:25][C:16]=3[C:17]=2[CH2:18][CH2:19][CH2:20][CH2:21][CH2:22][CH2:23][OH:24])=[CH:7][CH:6]=1)([CH3:4])(=[O:3])=[O:2].C[S-].[Na+]. (4) Given the product [C:1]([N:4]1[C:12]2[C:7](=[CH:8][C:9]([NH2:13])=[CH:10][CH:11]=2)[CH2:6][CH2:5]1)(=[O:3])[CH3:2], predict the reactants needed to synthesize it. The reactants are: [C:1]([N:4]1[C:12]2[C:7](=[CH:8][C:9]([N+:13]([O-])=O)=[CH:10][CH:11]=2)[CH2:6][CH2:5]1)(=[O:3])[CH3:2].C(O)C. (5) Given the product [C:1]1([S:7]([NH:10][C:11]2[C:12](=[N:10][S:7]([C:1]3[CH:6]=[CH:5][CH:4]=[CH:3][CH:2]=3)(=[O:9])=[O:8])[CH:13]=[C:14]([NH:17][S:18]([C:21]3[CH:22]=[CH:23][CH:24]=[CH:25][CH:26]=3)(=[O:20])=[O:19])[C:15](=[N:28][S:29]([C:32]3[CH:37]=[CH:36][CH:35]=[CH:34][CH:33]=3)(=[O:31])=[O:30])[CH:16]=2)(=[O:8])=[O:9])[CH:2]=[CH:3][CH:4]=[CH:5][CH:6]=1, predict the reactants needed to synthesize it. The reactants are: [C:1]1([S:7]([N:10]=[C:11]2[CH:16]=[CH:15][C:14](=[N:17][S:18]([C:21]3[CH:26]=[CH:25][CH:24]=[CH:23][CH:22]=3)(=[O:20])=[O:19])[CH:13]=[CH:12]2)(=[O:9])=[O:8])[CH:6]=[CH:5][CH:4]=[CH:3][CH:2]=1.Cl[NH:28][S:29]([C:32]1[CH:37]=[CH:36][CH:35]=[CH:34][CH:33]=1)(=[O:31])=[O:30].[Na]. (6) Given the product [CH2:30]([CH:27]([N:26]([CH2:20][C:18]1[S:19][C:12]2[C:11](=[O:22])[C:10]([C:8]([NH:7][CH2:6][C:5]3[CH:23]=[CH:24][C:2]([Cl:1])=[CH:3][CH:4]=3)=[O:9])=[CH:15][N:14]([CH3:16])[C:13]=2[CH:17]=1)[CH3:25])[CH2:28][OH:29])[C:31]1[CH:36]=[CH:35][CH:34]=[CH:33][CH:32]=1, predict the reactants needed to synthesize it. The reactants are: [Cl:1][C:2]1[CH:24]=[CH:23][C:5]([CH2:6][NH:7][C:8]([C:10]2[C:11](=[O:22])[C:12]3[S:19][C:18]([CH2:20]Cl)=[CH:17][C:13]=3[N:14]([CH3:16])[CH:15]=2)=[O:9])=[CH:4][CH:3]=1.[CH3:25][NH:26][CH:27]([CH2:30][C:31]1[CH:36]=[CH:35][CH:34]=[CH:33][CH:32]=1)[CH2:28][OH:29].C(N(C(C)C)CC)(C)C. (7) Given the product [C:1]([O:4][C:5]1[CH:14]=[CH:13][C:12]2[C:7](=[CH:8][CH:9]=[C:10]([C:15]([Cl:20])=[O:17])[CH:11]=2)[CH:6]=1)(=[O:3])[CH3:2], predict the reactants needed to synthesize it. The reactants are: [C:1]([O:4][C:5]1[CH:14]=[CH:13][C:12]2[C:7](=[CH:8][CH:9]=[C:10]([C:15]([OH:17])=O)[CH:11]=2)[CH:6]=1)(=[O:3])[CH3:2].S(Cl)([Cl:20])=O.